Dataset: Forward reaction prediction with 1.9M reactions from USPTO patents (1976-2016). Task: Predict the product of the given reaction. (1) Given the reactants [C:1]([N:5]1[CH:10]=[CH:9][C:8]([CH3:12])([CH3:11])[CH2:7][CH2:6]1)([CH3:4])([CH3:3])[CH3:2].C(N(CC)CC)C.[C:20](Cl)(=[O:23])[CH:21]=[CH2:22], predict the reaction product. The product is: [C:1]([N:5]1[CH2:6][CH2:7][C:8]([CH3:12])([CH3:11])[C:9]([C:20](=[O:23])[CH:21]=[CH2:22])=[CH:10]1)([CH3:4])([CH3:2])[CH3:3]. (2) Given the reactants [NH2:1][C:2]1[CH:12]=[CH:11][C:5]([C:6]([NH:8][CH2:9][CH3:10])=[O:7])=CC=1.C(=O)C.[CH:16](/[NH:19][C:20](=[O:29])[O:21][CH2:22][C:23]1[CH:28]=[CH:27][CH:26]=[CH:25][CH:24]=1)=[CH:17]\[CH3:18].Cl[C:31]1[CH:36]=CC([C:31]2[C:36]3OP(=O)(O)O[C:31]4[C:36]([C:31]5[CH:36]=CC(Cl)=[CH:33][CH:32]=5)=CC5CCCC[C:33]=5[C:32]=4C=3C3CCCC[C:33]=3[CH:32]=2)=[CH:33][CH:32]=1, predict the reaction product. The product is: [CH2:9]([NH:8][C:6]([C:5]1[CH:18]=[C:17]2[C:2](=[CH:12][CH:11]=1)[NH:1][C@@H:32]([CH3:33])[C@H:31]([CH3:36])[C@H:16]2[NH:19][C:20](=[O:29])[O:21][CH2:22][C:23]1[CH:24]=[CH:25][CH:26]=[CH:27][CH:28]=1)=[O:7])[CH3:10]. (3) Given the reactants [F:1][C:2]1[CH:27]=[CH:26][C:5]([CH2:6][NH:7][C:8]([N:10]2[CH2:15][CH2:14][CH:13]([NH:16][C:17]3[CH:22]=[CH:21][C:20]([CH2:23][CH2:24][NH2:25])=[CH:19][CH:18]=3)[CH2:12][CH2:11]2)=[O:9])=[CH:4][CH:3]=1.C([Si]([O:45][C:46]1[CH:51]=[CH:50][CH:49]=[C:48]([O:52][CH2:53][C@@H:54]2[CH2:56][O:55]2)[CH:47]=1)(C1C=CC=CC=1)C1C=CC=CC=1)(C)(C)C, predict the reaction product. The product is: [F:1][C:2]1[CH:27]=[CH:26][C:5]([CH2:6][NH:7][C:8]([N:10]2[CH2:11][CH2:12][CH:13]([NH:16][C:17]3[CH:18]=[CH:19][C:20]([CH2:23][CH2:24][NH:25][CH2:56][C@H:54]([OH:55])[CH2:53][O:52][C:48]4[CH:49]=[CH:50][CH:51]=[C:46]([OH:45])[CH:47]=4)=[CH:21][CH:22]=3)[CH2:14][CH2:15]2)=[O:9])=[CH:4][CH:3]=1. (4) Given the reactants Cl.CO[C:4](=[O:28])[C@@H:5]([NH:10][C:11](=[O:27])[C:12]1[CH:17]=[CH:16][C:15]([C:18]#[C:19][C:20]#[C:21][C@@H:22]2[CH2:24][C@H:23]2CO)=[CH:14][CH:13]=1)[C:6]([NH2:9])([CH3:8])[CH3:7].[O:29]1[CH2:33][CH2:32][CH2:31][CH2:30]1.[NH2:34][OH:35], predict the reaction product. The product is: [NH2:9][C:6]([CH3:7])([CH3:8])[C@H:5]([NH:10][C:11](=[O:27])[C:12]1[CH:13]=[CH:14][C:15]([C:18]#[C:19][C:20]#[C:21][C:22]2([C@@H:31]3[CH2:30][C@H:32]3[CH2:33][OH:29])[CH2:23][CH2:24]2)=[CH:16][CH:17]=1)[C:4]([NH:34][OH:35])=[O:28].